Dataset: Forward reaction prediction with 1.9M reactions from USPTO patents (1976-2016). Task: Predict the product of the given reaction. The product is: [Cl:22][C:23]1[CH:24]=[C:25]([CH:33]=[CH:34][CH:35]=1)[C:26]([NH:28][N:29]([C:19](=[O:21])/[CH:18]=[CH:17]/[C:10]1[C:11]2[C:16](=[CH:15][CH:14]=[CH:13][CH:12]=2)[N:8]([C:6]([O:5][C:1]([CH3:2])([CH3:3])[CH3:4])=[O:7])[CH:9]=1)[CH:30]([CH3:32])[CH3:31])=[O:27]. Given the reactants [C:1]([O:5][C:6]([N:8]1[C:16]2[C:11](=[CH:12][CH:13]=[CH:14][CH:15]=2)[C:10](/[CH:17]=[CH:18]/[C:19]([OH:21])=O)=[CH:9]1)=[O:7])([CH3:4])([CH3:3])[CH3:2].[Cl:22][C:23]1[CH:24]=[C:25]([CH:33]=[CH:34][CH:35]=1)[C:26]([NH:28][NH:29][CH:30]([CH3:32])[CH3:31])=[O:27].CN(C(ON1N=NC2C=CC=NC1=2)=[N+](C)C)C.F[P-](F)(F)(F)(F)F.C(N(CC)C(C)C)(C)C, predict the reaction product.